From a dataset of Peptide-MHC class I binding affinity with 185,985 pairs from IEDB/IMGT. Regression. Given a peptide amino acid sequence and an MHC pseudo amino acid sequence, predict their binding affinity value. This is MHC class I binding data. (1) The peptide sequence is GTNFGTIIL. The MHC is HLA-A02:01 with pseudo-sequence HLA-A02:01. The binding affinity (normalized) is 0.277. (2) The peptide sequence is GVNACQVGV. The MHC is HLA-A30:01 with pseudo-sequence HLA-A30:01. The binding affinity (normalized) is 0.241. (3) The peptide sequence is ADAKQFAA. The MHC is H-2-Kd with pseudo-sequence H-2-Kd. The binding affinity (normalized) is 0. (4) The peptide sequence is YLEGHGFRF. The MHC is HLA-A01:01 with pseudo-sequence HLA-A01:01. The binding affinity (normalized) is 0. (5) The peptide sequence is SYYLELDTI. The MHC is Mamu-B01 with pseudo-sequence Mamu-B01. The binding affinity (normalized) is 0.529. (6) The peptide sequence is AENLTVTVY. The MHC is Mamu-A11 with pseudo-sequence Mamu-A11. The binding affinity (normalized) is 0.181. (7) The peptide sequence is ISDSNPFLTQW. The MHC is Patr-B0101 with pseudo-sequence Patr-B0101. The binding affinity (normalized) is 0.0274. (8) The peptide sequence is WDDPWGEV. The MHC is Mamu-B01 with pseudo-sequence Mamu-B01. The binding affinity (normalized) is 0. (9) The peptide sequence is LSNYIVSIF. The MHC is HLA-A32:01 with pseudo-sequence HLA-A32:01. The binding affinity (normalized) is 0.564.